Dataset: NCI-60 drug combinations with 297,098 pairs across 59 cell lines. Task: Regression. Given two drug SMILES strings and cell line genomic features, predict the synergy score measuring deviation from expected non-interaction effect. Drug 1: C1=CC(=CC=C1CCC2=CNC3=C2C(=O)NC(=N3)N)C(=O)NC(CCC(=O)O)C(=O)O. Drug 2: C1=NC2=C(N1)C(=S)N=CN2. Cell line: BT-549. Synergy scores: CSS=8.08, Synergy_ZIP=-12.8, Synergy_Bliss=-17.1, Synergy_Loewe=-15.4, Synergy_HSA=-13.8.